This data is from Full USPTO retrosynthesis dataset with 1.9M reactions from patents (1976-2016). The task is: Predict the reactants needed to synthesize the given product. (1) Given the product [CH2:11]([O:10][C:6]1[C:7](=[O:9])[CH:8]=[C:3]([CH2:2][NH:1][S:25]([C:21]2[CH:22]=[CH:23][CH:24]=[C:19]([Cl:18])[CH:20]=2)(=[O:27])=[O:26])[O:4][CH:5]=1)[C:12]1[CH:17]=[CH:16][CH:15]=[CH:14][CH:13]=1, predict the reactants needed to synthesize it. The reactants are: [NH2:1][CH2:2][C:3]1[O:4][CH:5]=[C:6]([O:10][CH2:11][C:12]2[CH:17]=[CH:16][CH:15]=[CH:14][CH:13]=2)[C:7](=[O:9])[CH:8]=1.[Cl:18][C:19]1[CH:20]=[C:21]([S:25](Cl)(=[O:27])=[O:26])[CH:22]=[CH:23][CH:24]=1.C(OC1C(=O)C=C(CNS(C2C=CC=CC=2)(=O)=O)OC=1)C1C=CC=CC=1. (2) Given the product [CH3:14][C:13]1([CH3:15])[N:9]([CH2:8][C:6]2[CH:5]=[CH:4][N:3]=[C:2]([NH:1][C:31](=[O:33])[CH3:32])[CH:7]=2)[C:10](=[O:30])[N:11]([C:17]2[CH:18]=[CH:19][C:20]([S:23]([C:26]([F:27])([F:28])[F:29])(=[O:25])=[O:24])=[CH:21][CH:22]=2)[C:12]1=[O:16], predict the reactants needed to synthesize it. The reactants are: [NH2:1][C:2]1[CH:7]=[C:6]([CH2:8][N:9]2[C:13]([CH3:15])([CH3:14])[C:12](=[O:16])[N:11]([C:17]3[CH:22]=[CH:21][C:20]([S:23]([C:26]([F:29])([F:28])[F:27])(=[O:25])=[O:24])=[CH:19][CH:18]=3)[C:10]2=[O:30])[CH:5]=[CH:4][N:3]=1.[C:31](N)(=[O:33])[CH3:32].CC1(C)C2C=CC=C(P(C3C=CC=CC=3)C3C=CC=CC=3)C=2OC2C1=CC=CC=2P(C1C=CC=CC=1)C1C=CC=CC=1.C(=O)([O-])[O-].[Cs+].[Cs+].